Dataset: Full USPTO retrosynthesis dataset with 1.9M reactions from patents (1976-2016). Task: Predict the reactants needed to synthesize the given product. (1) The reactants are: [F:1][C:2]1[C:3]([N+:11]([O-])=O)=[C:4]([CH:7]=[C:8]([F:10])[CH:9]=1)[C:5]#[N:6].[Cl-].[NH4+].C([OH:18])C. Given the product [NH2:11][C:3]1[C:2]([F:1])=[CH:9][C:8]([F:10])=[CH:7][C:4]=1[C:5]([NH2:6])=[O:18], predict the reactants needed to synthesize it. (2) Given the product [NH:28]1[C:36]2[C:31](=[CH:32][C:33]([C:2]3[C:7](=[O:8])[N:6]([CH2:9][C:10]4[CH:15]=[CH:14][C:13]([C:16]5[C:17]([C:22]#[N:23])=[CH:18][CH:19]=[CH:20][CH:21]=5)=[CH:12][CH:11]=4)[C:5]([CH2:24][CH2:25][CH3:26])=[N:4][C:3]=3[CH3:27])=[CH:34][CH:35]=2)[CH:30]=[CH:29]1, predict the reactants needed to synthesize it. The reactants are: Br[C:2]1[C:7](=[O:8])[N:6]([CH2:9][C:10]2[CH:15]=[CH:14][C:13]([C:16]3[C:17]([C:22]#[N:23])=[CH:18][CH:19]=[CH:20][CH:21]=3)=[CH:12][CH:11]=2)[C:5]([CH2:24][CH2:25][CH3:26])=[N:4][C:3]=1[CH3:27].[NH:28]1[C:36]2[C:31](=[CH:32][C:33](B(O)O)=[CH:34][CH:35]=2)[CH:30]=[CH:29]1.C(=O)([O-])[O-].[Cs+].[Cs+].O1CCOCC1.